Dataset: Full USPTO retrosynthesis dataset with 1.9M reactions from patents (1976-2016). Task: Predict the reactants needed to synthesize the given product. (1) Given the product [C:21]([NH:20][C:18](=[O:19])[C:17]1[CH:25]=[CH:26][CH:27]=[C:15]([CH2:14][N:11]2[CH2:12][CH2:13][N:8]([C:6](=[O:7])[C:5]3[CH:28]=[CH:29][C:2]([NH:1][C:32]([NH:48][CH2:44][CH:45]([CH3:47])[CH3:46])=[O:33])=[CH:3][C:4]=3[Cl:30])[CH2:9][CH2:10]2)[CH:16]=1)([CH3:24])([CH3:23])[CH3:22], predict the reactants needed to synthesize it. The reactants are: [NH2:1][C:2]1[CH:29]=[CH:28][C:5]([C:6]([N:8]2[CH2:13][CH2:12][N:11]([CH2:14][C:15]3[CH:16]=[C:17]([CH:25]=[CH:26][CH:27]=3)[C:18]([NH:20][C:21]([CH3:24])([CH3:23])[CH3:22])=[O:19])[CH2:10][CH2:9]2)=[O:7])=[C:4]([Cl:30])[CH:3]=1.Cl[C:32](OC1C=CC([N+]([O-])=O)=CC=1)=[O:33].[CH2:44]([NH2:48])[CH:45]([CH3:47])[CH3:46]. (2) Given the product [CH3:29][C:27]1[CH:26]=[CH:25][N:24]=[C:23]([N:7]2[CH2:8][CH:4]3[CH:5]([CH2:1][N:2]([C:9]([C:11]4[CH:16]=[CH:15][CH:14]=[CH:13][C:12]=4[C:17]4[S:18][CH:19]=[CH:20][CH:21]=4)=[O:10])[CH2:3]3)[CH2:6]2)[CH:28]=1, predict the reactants needed to synthesize it. The reactants are: [CH2:1]1[CH:5]2[CH2:6][NH:7][CH2:8][CH:4]2[CH2:3][N:2]1[C:9]([C:11]1[CH:16]=[CH:15][CH:14]=[CH:13][C:12]=1[C:17]1[S:18][CH:19]=[CH:20][CH:21]=1)=[O:10].Cl[C:23]1[CH:28]=[C:27]([CH3:29])[CH:26]=[CH:25][N:24]=1.